This data is from TCR-epitope binding with 47,182 pairs between 192 epitopes and 23,139 TCRs. The task is: Binary Classification. Given a T-cell receptor sequence (or CDR3 region) and an epitope sequence, predict whether binding occurs between them. (1) The epitope is RAKFKQLL. The TCR CDR3 sequence is CASSSSGAGELFF. Result: 1 (the TCR binds to the epitope). (2) The epitope is YLQPRTFLL. The TCR CDR3 sequence is CASSADIEQFF. Result: 1 (the TCR binds to the epitope). (3) The epitope is ITEEVGHTDLMAAY. The TCR CDR3 sequence is CASSLGVNEKLFF. Result: 1 (the TCR binds to the epitope). (4) The epitope is FLLNKEMYL. The TCR CDR3 sequence is CASSLASNEQFF. Result: 0 (the TCR does not bind to the epitope). (5) The epitope is KLGGALQAK. The TCR CDR3 sequence is CASSQVESGNTIYF. Result: 1 (the TCR binds to the epitope). (6) Result: 1 (the TCR binds to the epitope). The TCR CDR3 sequence is CATSELAGGPNEQFF. The epitope is FLNRFTTTL. (7) The epitope is GTSGSPIIDK. The TCR CDR3 sequence is CASSQSQGTYYEQYF. Result: 1 (the TCR binds to the epitope).